From a dataset of Acute oral toxicity (LD50) regression data from Zhu et al.. Regression/Classification. Given a drug SMILES string, predict its toxicity properties. Task type varies by dataset: regression for continuous values (e.g., LD50, hERG inhibition percentage) or binary classification for toxic/non-toxic outcomes (e.g., AMES mutagenicity, cardiotoxicity, hepatotoxicity). Dataset: ld50_zhu. (1) The drug is CCCCSP(SCCCC)SCCCC. The rat oral LD50 is 2.52, given as -log10 of the dose in mol/kg body weight (higher means more acutely toxic). (2) The drug is CN(CCO)c1ccccc1. The rat oral LD50 is 1.73, given as -log10 of the dose in mol/kg body weight (higher means more acutely toxic). (3) The drug is CCCCC1C(=O)NC(=O)N(C2CCCCC2)C1=O. The rat oral LD50 is 2.38, given as -log10 of the dose in mol/kg body weight (higher means more acutely toxic).